Task: Predict the product of the given reaction.. Dataset: Forward reaction prediction with 1.9M reactions from USPTO patents (1976-2016) (1) Given the reactants Br[C:2]1[CH:3]=[C:4]2[C:12](=[CH:13][CH:14]=1)[N:11]([C:15]1[CH:20]=[CH:19][C:18]([C:21]3[CH:26]=[CH:25][C:24]([N:27]4[C:39]5[CH:38]=[C:37]6[C:40]([CH3:48])([CH3:47])[C:41]7[C:46]([C:36]6=[CH:35][C:34]=5[C:33]5[C:28]4=[CH:29][CH:30]=[CH:31][CH:32]=5)=[CH:45][CH:44]=[CH:43][CH:42]=7)=[CH:23][CH:22]=3)=[CH:17][CH:16]=1)[C:10]1[CH:9]=[C:8]3[C:49]([CH3:57])([CH3:56])[C:50]4[C:55]([C:7]3=[CH:6][C:5]2=1)=[CH:54][CH:53]=[CH:52][CH:51]=4.[B:58]1(B2OC(C)(C)C(C)(C)O2)[O:62][C:61]([CH3:64])([CH3:63])[C:60]([CH3:66])([CH3:65])[O:59]1.C([O-])(=O)C.[K+].ClCCl, predict the reaction product. The product is: [CH3:65][C:60]1([CH3:66])[C:61]([CH3:64])([CH3:63])[O:62][B:58]([C:2]2[CH:3]=[C:4]3[C:12](=[CH:13][CH:14]=2)[N:11]([C:15]2[CH:20]=[CH:19][C:18]([C:21]4[CH:26]=[CH:25][C:24]([N:27]5[C:39]6[CH:38]=[C:37]7[C:40]([CH3:48])([CH3:47])[C:41]8[C:46]([C:36]7=[CH:35][C:34]=6[C:33]6[C:28]5=[CH:29][CH:30]=[CH:31][CH:32]=6)=[CH:45][CH:44]=[CH:43][CH:42]=8)=[CH:23][CH:22]=4)=[CH:17][CH:16]=2)[C:10]2[CH:9]=[C:8]4[C:49]([CH3:57])([CH3:56])[C:50]5[C:55]([C:7]4=[CH:6][C:5]3=2)=[CH:54][CH:53]=[CH:52][CH:51]=5)[O:59]1. (2) The product is: [Cl:25][C:26]1[CH:33]=[CH:32][C:29]([CH:30]([OH:31])[C:14]2[C:13]([C:20]([O:22][CH2:23][CH3:24])=[O:21])=[N:12][N:11]([C:6]3[C:7]([O:9][CH3:10])=[N:8][C:3]([O:2][CH3:1])=[N:4][CH:5]=3)[C:15]=2[CH:16]([CH3:18])[CH3:17])=[C:28]([F:34])[CH:27]=1. Given the reactants [CH3:1][O:2][C:3]1[N:8]=[C:7]([O:9][CH3:10])[C:6]([N:11]2[C:15]([CH:16]([CH3:18])[CH3:17])=[C:14](I)[C:13]([C:20]([O:22][CH2:23][CH3:24])=[O:21])=[N:12]2)=[CH:5][N:4]=1.[Cl:25][C:26]1[CH:33]=[CH:32][C:29]([CH:30]=[O:31])=[C:28]([F:34])[CH:27]=1, predict the reaction product. (3) Given the reactants O[C:2]1[CH:7]=[CH:6][N:5]=[CH:4][C:3]=1[N+:8]([O-:10])=[O:9].P(Cl)(Cl)([Cl:13])=O, predict the reaction product. The product is: [Cl:13][C:2]1[CH:7]=[CH:6][N:5]=[CH:4][C:3]=1[N+:8]([O-:10])=[O:9].